From a dataset of Drug-target binding data from BindingDB using Kd measurements. Regression. Given a target protein amino acid sequence and a drug SMILES string, predict the binding affinity score between them. We predict pKd (pKd = -log10(Kd in M); higher means stronger binding). Dataset: bindingdb_kd. The compound is O=c1nc2n(c3cccc(Cl)c13)CC/C2=C\N1CCCCC1. The target protein (Q86U86) has sequence MGSKRRRATSPSSSVSGDFDDGHHSVSTPGPSRKRRRLSNLPTVDPIAVCHELYNTIRDYKDEQGRLLCELFIRAPKRRNQPDYYEVVSQPIDLMKIQQKLKMEEYDDVNLLTADFQLLFNNAKSYYKPDSPEYKAACKLWDLYLRTRNEFVQKGEADDEDDDEDGQDNQGTVTEGSSPAYLKEILEQLLEAIVVATNPSGRLISELFQKLPSKVQYPDYYAIIKEPIDLKTIAQRIQNGSYKSIHAMAKDIDLLAKNAKTYNEPGSQVFKDANSIKKIFYMKKAEIEHHEMAKSSLRMRTPSNLAAARLTGPSHSKGSLGEERNPTSKYYRNKRAVQGGRLSAITMALQYGSESEEDAALAAARYEEGESEAESITSFMDVSNPFYQLYDTVRSCRNNQGQLIAEPFYHLPSKKKYPDYYQQIKMPISLQQIRTKLKNQEYETLDHLECDLNLMFENAKRYNVPNSAIYKRVLKLQQVMQAKKKELARRDDIEDGDSMI.... The pKd is 6.9.